From a dataset of Cav3 T-type calcium channel HTS with 100,875 compounds. Binary Classification. Given a drug SMILES string, predict its activity (active/inactive) in a high-throughput screening assay against a specified biological target. (1) The molecule is S(=O)(=O)(Cc1oc(C(=O)N2CCN(CC2)c2c(F)cccc2)cc1)c1ccc(OC)cc1. The result is 0 (inactive). (2) The molecule is S(=O)(=O)(N)c1cc(c(OCCNC(=O)C)c(c1)C)C. The result is 0 (inactive). (3) The molecule is S(=O)(=O)(Nc1c(cccc1C)C)c1ccc(cc1)CNC(OCC)=O. The result is 0 (inactive). (4) The compound is Clc1c(CNC(=O)C(=O)NCCC=2CCCCC2)cccc1. The result is 0 (inactive). (5) The compound is Brc1nc(N)c(c2c1c(F)ccc2)c1ccc(F)cc1. The result is 0 (inactive).